This data is from NCI-60 drug combinations with 297,098 pairs across 59 cell lines. The task is: Regression. Given two drug SMILES strings and cell line genomic features, predict the synergy score measuring deviation from expected non-interaction effect. (1) Drug 1: CCCCC(=O)OCC(=O)C1(CC(C2=C(C1)C(=C3C(=C2O)C(=O)C4=C(C3=O)C=CC=C4OC)O)OC5CC(C(C(O5)C)O)NC(=O)C(F)(F)F)O. Drug 2: CN(C(=O)NC(C=O)C(C(C(CO)O)O)O)N=O. Cell line: SK-MEL-28. Synergy scores: CSS=68.9, Synergy_ZIP=4.13, Synergy_Bliss=1.27, Synergy_Loewe=-28.8, Synergy_HSA=1.20. (2) Drug 1: CN1CCC(CC1)COC2=C(C=C3C(=C2)N=CN=C3NC4=C(C=C(C=C4)Br)F)OC. Drug 2: C1CCN(CC1)CCOC2=CC=C(C=C2)C(=O)C3=C(SC4=C3C=CC(=C4)O)C5=CC=C(C=C5)O. Cell line: NCI/ADR-RES. Synergy scores: CSS=7.27, Synergy_ZIP=7.61, Synergy_Bliss=5.27, Synergy_Loewe=2.51, Synergy_HSA=3.90. (3) Drug 1: CS(=O)(=O)C1=CC(=C(C=C1)C(=O)NC2=CC(=C(C=C2)Cl)C3=CC=CC=N3)Cl. Drug 2: C(CC(=O)O)C(=O)CN.Cl. Cell line: PC-3. Synergy scores: CSS=8.13, Synergy_ZIP=-4.02, Synergy_Bliss=-3.66, Synergy_Loewe=-4.80, Synergy_HSA=-3.95. (4) Drug 1: CC12CCC3C(C1CCC2=O)CC(=C)C4=CC(=O)C=CC34C. Drug 2: C(CCl)NC(=O)N(CCCl)N=O. Cell line: UACC62. Synergy scores: CSS=27.6, Synergy_ZIP=1.29, Synergy_Bliss=5.55, Synergy_Loewe=3.55, Synergy_HSA=4.84. (5) Drug 1: C1CCN(CC1)CCOC2=CC=C(C=C2)C(=O)C3=C(SC4=C3C=CC(=C4)O)C5=CC=C(C=C5)O. Drug 2: CC1C(C(CC(O1)OC2CC(OC(C2O)C)OC3=CC4=CC5=C(C(=O)C(C(C5)C(C(=O)C(C(C)O)O)OC)OC6CC(C(C(O6)C)O)OC7CC(C(C(O7)C)O)OC8CC(C(C(O8)C)O)(C)O)C(=C4C(=C3C)O)O)O)O. Cell line: NCI-H522. Synergy scores: CSS=35.2, Synergy_ZIP=16.6, Synergy_Bliss=18.6, Synergy_Loewe=11.5, Synergy_HSA=17.1. (6) Drug 1: C1CC(C1)(C(=O)O)C(=O)O.[NH2-].[NH2-].[Pt+2]. Drug 2: CC1CCC2CC(C(=CC=CC=CC(CC(C(=O)C(C(C(=CC(C(=O)CC(OC(=O)C3CCCCN3C(=O)C(=O)C1(O2)O)C(C)CC4CCC(C(C4)OC)OCCO)C)C)O)OC)C)C)C)OC. Cell line: 786-0. Synergy scores: CSS=3.78, Synergy_ZIP=-2.12, Synergy_Bliss=-0.135, Synergy_Loewe=-2.54, Synergy_HSA=-2.47. (7) Drug 1: C1=CN(C(=O)N=C1N)C2C(C(C(O2)CO)O)O.Cl. Drug 2: C1CCC(C(C1)N)N.C(=O)(C(=O)[O-])[O-].[Pt+4]. Cell line: K-562. Synergy scores: CSS=63.7, Synergy_ZIP=0.548, Synergy_Bliss=0.0269, Synergy_Loewe=-9.57, Synergy_HSA=5.79. (8) Drug 1: CC1=C(C=C(C=C1)C(=O)NC2=CC(=CC(=C2)C(F)(F)F)N3C=C(N=C3)C)NC4=NC=CC(=N4)C5=CN=CC=C5. Synergy scores: CSS=14.6, Synergy_ZIP=-4.31, Synergy_Bliss=0.181, Synergy_Loewe=-4.38, Synergy_HSA=-2.82. Cell line: OVCAR3. Drug 2: C1CCC(C(C1)N)N.C(=O)(C(=O)[O-])[O-].[Pt+4].